Dataset: Catalyst prediction with 721,799 reactions and 888 catalyst types from USPTO. Task: Predict which catalyst facilitates the given reaction. (1) Reactant: [C:1]1([S:7]([O-:9])=[O:8])[CH:6]=[CH:5][CH:4]=[CH:3][CH:2]=1.[Na+].C1(S([O-])=O)C=CC=CC=1.C1(C)C=CC=CC=1.[Cl:27]Cl. Product: [C:1]1([S:7]([Cl:27])(=[O:9])=[O:8])[CH:6]=[CH:5][CH:4]=[CH:3][CH:2]=1. The catalyst class is: 6. (2) Product: [Cl-:1].[CH3:2][O:4][C:5]([CH:7]1[O:11][N:10]=[C:9]([C:12]2[N:13]=[C:14]([CH:17]3[CH2:22][CH2:21][NH2+:20][CH2:19][CH2:18]3)[S:15][CH:16]=2)[CH2:8]1)=[O:6]. The catalyst class is: 12. Reactant: [ClH:1].[CH2:2]([O:4][C:5]([CH:7]1[O:11][N:10]=[C:9]([C:12]2[N:13]=[C:14]([CH:17]3[CH2:22][CH2:21][N:20](C(OC(C)(C)C)=O)[CH2:19][CH2:18]3)[S:15][CH:16]=2)[CH2:8]1)=[O:6])C.